This data is from Full USPTO retrosynthesis dataset with 1.9M reactions from patents (1976-2016). The task is: Predict the reactants needed to synthesize the given product. (1) Given the product [Cl:1][C:2]1[CH:7]=[CH:6][C:5](/[CH:8]=[CH:9]/[C:10]([N:12]2[CH2:13][CH2:14][CH:15]([CH2:18][C:19]([OH:21])=[O:20])[CH2:16][CH2:17]2)=[O:11])=[C:4]([CH2:24][N:25]2[N:29]=[N:28][C:27]([CH3:30])=[N:26]2)[CH:3]=1, predict the reactants needed to synthesize it. The reactants are: [Cl:1][C:2]1[CH:7]=[CH:6][C:5](/[CH:8]=[CH:9]/[C:10]([N:12]2[CH2:17][CH2:16][CH:15]([CH2:18][C:19]([O:21]CC)=[O:20])[CH2:14][CH2:13]2)=[O:11])=[C:4]([CH2:24][N:25]2[N:29]=[N:28][C:27]([CH3:30])=[N:26]2)[CH:3]=1.[OH-].[Na+]. (2) Given the product [C:22]([O:26][C:27](=[O:28])[NH:29][C@H:30]([C:31]1[N:13]([C@H:11]2[CH2:12][C@H:9]([O:8][CH2:1][C:2]3[CH:7]=[CH:6][CH:5]=[CH:4][CH:3]=3)[CH2:10]2)[C:14]2[CH:19]=[C:18]([F:20])[CH:17]=[CH:16][C:15]=2[N:21]=1)[CH3:34])([CH3:25])([CH3:24])[CH3:23], predict the reactants needed to synthesize it. The reactants are: [CH2:1]([O:8][C@H:9]1[CH2:12][C@H:11]([NH:13][C:14]2[C:15]([NH2:21])=[CH:16][CH:17]=[C:18]([F:20])[CH:19]=2)[CH2:10]1)[C:2]1[CH:7]=[CH:6][CH:5]=[CH:4][CH:3]=1.[C:22]([O:26][C:27]([NH:29][C@@H:30]([CH3:34])[C:31](O)=O)=[O:28])([CH3:25])([CH3:24])[CH3:23].C1C=NC2N(O)N=NC=2C=1.CCN=C=NCCCN(C)C.Cl. (3) Given the product [CH3:19][N:18]([CH3:20])[CH2:17][C:16]([NH:15][C:13]1[N:14]=[C:9]2[CH:8]=[CH:7][C:6]([O:5][C:4]3[CH:3]=[C:2]([NH:1][C:31]([C:30]4[N:26]([CH3:25])[N:27]=[C:28]([CH3:34])[CH:29]=4)=[O:32])[CH:24]=[CH:23][CH:22]=3)=[N:11][N:10]2[CH:12]=1)=[O:21], predict the reactants needed to synthesize it. The reactants are: [NH2:1][C:2]1[CH:3]=[C:4]([CH:22]=[CH:23][CH:24]=1)[O:5][C:6]1[CH:7]=[CH:8][C:9]2[N:10]([CH:12]=[C:13]([NH:15][C:16](=[O:21])[CH2:17][N:18]([CH3:20])[CH3:19])[N:14]=2)[N:11]=1.[CH3:25][N:26]1[C:30]([C:31](Cl)=[O:32])=[CH:29][C:28]([CH3:34])=[N:27]1.